From a dataset of Full USPTO retrosynthesis dataset with 1.9M reactions from patents (1976-2016). Predict the reactants needed to synthesize the given product. (1) Given the product [C:11]1([N:17]([CH2:32][CH2:33][C:34]([O:36][CH2:37][CH3:38])=[O:35])[C:18]([C:20]2[CH:21]=[CH:22][C:23]3[S:27][C:26]([CH2:28][N:7]([C:6]4[CH:9]=[CH:10][C:3]([C:1]#[N:2])=[CH:4][CH:5]=4)[CH3:8])=[N:25][C:24]=3[CH:31]=2)=[O:19])[CH:12]=[CH:13][CH:14]=[CH:15][CH:16]=1, predict the reactants needed to synthesize it. The reactants are: [C:1]([C:3]1[CH:10]=[CH:9][C:6]([NH:7][CH3:8])=[CH:5][CH:4]=1)#[N:2].[C:11]1([N:17]([CH2:32][CH2:33][C:34]([O:36][CH2:37][CH3:38])=[O:35])[C:18]([C:20]2[CH:21]=[CH:22][C:23]3[S:27][C:26]([CH2:28]OC)=[N:25][C:24]=3[CH:31]=2)=[O:19])[CH:16]=[CH:15][CH:14]=[CH:13][CH:12]=1. (2) Given the product [I:9][C:5]1[CH:6]=[CH:7][CH:8]=[C:3]2[C:4]=1[CH2:10][N:31]([C:18]([C:12]1[CH:17]=[CH:16][CH:15]=[CH:14][CH:13]=1)([C:25]1[CH:26]=[CH:27][CH:28]=[CH:29][CH:30]=1)[C:19]1[CH:20]=[CH:21][CH:22]=[CH:23][CH:24]=1)[CH2:2]2, predict the reactants needed to synthesize it. The reactants are: Br[CH2:2][C:3]1[CH:8]=[CH:7][CH:6]=[C:5]([I:9])[C:4]=1[CH2:10]Br.[C:12]1([C:18]([NH2:31])([C:25]2[CH:30]=[CH:29][CH:28]=[CH:27][CH:26]=2)[C:19]2[CH:24]=[CH:23][CH:22]=[CH:21][CH:20]=2)[CH:17]=[CH:16][CH:15]=[CH:14][CH:13]=1. (3) Given the product [F:32][C:15]1[CH:16]=[C:17]([N:20]2[CH2:24][C@H:23]([CH2:25][NH:26][C:27](=[O:28])[S:29][CH3:34])[O:22][C:21]2=[O:31])[CH:18]=[CH:19][C:14]=1[N:11]1[CH2:10][CH2:9][N:8]([C:6]([C:43]2[C:44]3[C:49](=[CH:48][CH:47]=[CH:46][CH:45]=3)[N:41]([CH3:40])[N:42]=2)=[O:5])[CH2:13][CH2:12]1, predict the reactants needed to synthesize it. The reactants are: C([O:5][C:6]([N:8]1[CH2:13][CH2:12][N:11]([C:14]2[CH:19]=[CH:18][C:17]([N:20]3[CH2:24][C@H:23]([CH2:25][NH:26][C:27]([O:29]C)=[S:28])[O:22][C:21]3=[O:31])=[CH:16][C:15]=2[F:32])[CH2:10][CH2:9]1)=O)(C)(C)C.F[C:34](F)(F)C(O)=O.[CH3:40][N:41]1[C:49]2[C:44](=[CH:45][CH:46]=[CH:47][CH:48]=2)[C:43](C(O)=O)=[N:42]1.O.ON1C2C=CC=CC=2N=N1.F[P-](F)(F)(F)(F)F.N1(O[P+](N(C)C)(N(C)C)N(C)C)C2C=CC=CC=2N=N1.C(N(C(C)C)CC)(C)C. (4) Given the product [ClH:1].[NH2:15][C:16]1([CH2:22][CH2:23][C:24]([O:26][CH2:27][CH3:28])=[O:25])[CH2:17][CH2:18][O:19][CH2:20][CH2:21]1, predict the reactants needed to synthesize it. The reactants are: [ClH:1].C(OCC)(=O)C.C(OC([NH:15][C:16]1([CH2:22][CH2:23][C:24]([O:26][CH2:27][CH3:28])=[O:25])[CH2:21][CH2:20][O:19][CH2:18][CH2:17]1)=O)(C)(C)C. (5) Given the product [CH2:1]([N:8]1[CH:9]2[CH2:10][CH2:11][CH2:12][CH:13]1[CH2:14][O:17][CH2:16]2)[C:2]1[CH:3]=[CH:4][CH:5]=[CH:6][CH:7]=1, predict the reactants needed to synthesize it. The reactants are: [CH2:1]([N:8]1[CH:13]([CH2:14]O)[CH2:12][CH2:11][CH2:10][CH:9]1[CH2:16][OH:17])[C:2]1[CH:7]=[CH:6][CH:5]=[CH:4][CH:3]=1.S(=O)(=O)(O)O.C(=O)([O-])[O-].[Na+].[Na+]. (6) Given the product [Br:11][C:7]1[CH:6]=[C:5]([CH3:9])[C:4]([NH2:10])=[C:3]([O:2][CH3:1])[CH:8]=1, predict the reactants needed to synthesize it. The reactants are: [CH3:1][O:2][C:3]1[CH:8]=[CH:7][CH:6]=[C:5]([CH3:9])[C:4]=1[NH2:10].[Br:11]N1C(=O)CCC1=O. (7) Given the product [CH:1]1([S:4]([C:7]2[CH:8]=[CH:9][C:10]([CH:13]([C:21]3[NH:25][C:24]([C:26]4[S:27][C:28]([CH2:31][NH:38][CH2:37][CH2:36][S:35][CH2:33][CH3:34])=[CH:29][N:30]=4)=[CH:23][CH:22]=3)[CH2:14][CH:15]3[CH2:16][CH2:17][O:18][CH2:19][CH2:20]3)=[CH:11][CH:12]=2)(=[O:5])=[O:6])[CH2:3][CH2:2]1, predict the reactants needed to synthesize it. The reactants are: [CH:1]1([S:4]([C:7]2[CH:12]=[CH:11][C:10]([CH:13]([C:21]3[NH:25][C:24]([C:26]4[S:27][C:28]([CH:31]=O)=[CH:29][N:30]=4)=[CH:23][CH:22]=3)[CH2:14][CH:15]3[CH2:20][CH2:19][O:18][CH2:17][CH2:16]3)=[CH:9][CH:8]=2)(=[O:6])=[O:5])[CH2:3][CH2:2]1.[CH2:33]([S:35][CH2:36][CH2:37][NH2:38])[CH3:34].C(=O)([O-])O.[Na+]. (8) Given the product [Br:3][C:4]1[CH:5]=[C:6]([NH2:11])[C:7]([CH3:10])=[N:8][CH:9]=1, predict the reactants needed to synthesize it. The reactants are: [Cl-].[NH4+].[Br:3][C:4]1[CH:5]=[C:6]([N+:11]([O-])=O)[C:7]([CH3:10])=[N:8][CH:9]=1. (9) Given the product [CH:5]1([N:11]2[C:12]3([CH2:16][CH2:15][CH2:14][CH2:13]3)[CH2:17][O:35][C:34]2=[N:33][C:25]2[CH:26]=[CH:27][C:28]([N+:30]([O-:32])=[O:31])=[CH:29][C:24]=2[CH3:23])[CH2:10][CH2:9][CH2:8][CH2:7][CH2:6]1, predict the reactants needed to synthesize it. The reactants are: O=S(Cl)Cl.[CH:5]1([NH:11][C:12]2([CH2:17]Cl)[CH2:16][CH2:15][CH2:14][CH2:13]2)[CH2:10][CH2:9][CH2:8][CH2:7][CH2:6]1.ClCCN.[CH3:23][C:24]1[CH:29]=[C:28]([N+:30]([O-:32])=[O:31])[CH:27]=[CH:26][C:25]=1[N:33]=[C:34]=[O:35]. (10) Given the product [CH3:1][O:2][C:3]1[CH:15]=[CH:14][CH:13]=[CH:12][C:4]=1[NH2:29], predict the reactants needed to synthesize it. The reactants are: [CH3:1][O:2][C:3]1[CH:15]=[CH:14][CH:13]=[CH:12][C:4]=1CC1OC(N)=NC=1.ClC(CC1C=CC=CC=1OC)C=O.[NH2:29]C(N)=O.